Dataset: Forward reaction prediction with 1.9M reactions from USPTO patents (1976-2016). Task: Predict the product of the given reaction. (1) Given the reactants [CH3:1][C:2]([CH3:22])=[CH:3][C:4]1[C:14]2[O:13][CH2:12][CH2:11][N:10]([C:15]([O:17][C:18]([CH3:21])([CH3:20])[CH3:19])=[O:16])[CH2:9][C:8]=2[CH:7]=[CH:6][CH:5]=1, predict the reaction product. The product is: [CH3:1][CH:2]([CH3:22])[CH2:3][C:4]1[C:14]2[O:13][CH2:12][CH2:11][N:10]([C:15]([O:17][C:18]([CH3:19])([CH3:21])[CH3:20])=[O:16])[CH2:9][C:8]=2[CH:7]=[CH:6][CH:5]=1. (2) Given the reactants C(O[C:6](=O)[NH:7][C@H:8]1[CH2:13][CH2:12][C@H:11]([NH2:14])[CH2:10][CH2:9]1)(C)(C)C.C1COCC1.O.[OH-].[Na+].O, predict the reaction product. The product is: [CH3:6][NH:7][C@H:8]1[CH2:13][CH2:12][C@H:11]([NH2:14])[CH2:10][CH2:9]1.